Dataset: Catalyst prediction with 721,799 reactions and 888 catalyst types from USPTO. Task: Predict which catalyst facilitates the given reaction. (1) Reactant: C([O:5][C:6](=O)[C:7]1[CH:12]=[C:11]([C:13]2[CH:18]=[C:17]([S:19][CH2:20][CH2:21][C:22](=[O:30])[NH:23][CH2:24][CH2:25][O:26][CH2:27][CH2:28][NH2:29])[N:16]=[C:15]([NH2:31])[N:14]=2)[C:10]([CH3:32])=[CH:9][C:8]=1[CH3:33])(C)(C)C.FC(F)(F)C(O)=O.ON1C2C=CC=CC=2N=N1.C(N(C(C)C)CC)(C)C.Cl.C(N=C=NCCCN(C)C)C. Product: [NH2:31][C:15]1[N:16]=[C:17]2[CH:18]=[C:13]([C:11]3[CH:12]=[C:7]([C:6](=[O:5])[NH:29][CH2:28][CH2:27][O:26][CH2:25][CH2:24][NH:23][C:22](=[O:30])[CH2:21][CH2:20][S:19]2)[C:8]([CH3:33])=[CH:9][C:10]=3[CH3:32])[N:14]=1. The catalyst class is: 4. (2) Reactant: [OH:1][C:2]1[CH:3]=[C:4]([OH:12])[C:5](=[CH:10][CH:11]=1)[C:6]([O:8][CH3:9])=[O:7].[CH2:13](I)[CH3:14].C(=O)([O-])[O-].[K+].[K+]. Product: [CH2:13]([O:1][C:2]1[CH:3]=[C:4]([OH:12])[C:5](=[CH:10][CH:11]=1)[C:6]([O:8][CH3:9])=[O:7])[CH3:14]. The catalyst class is: 3. (3) Reactant: CCN(CC)CC.[CH3:8][C:9]1[C:14]([O:15][C:16]2[CH:21]=[CH:20][N:19]=[C:18]([NH:22][C:23]3[CH:31]=[CH:30][C:26]([C:27]([O-])=[O:28])=[CH:25][CH:24]=3)[CH:17]=2)=[CH:13][CH:12]=[C:11]([CH3:32])[N:10]=1.[Li+].[O:34]1[CH2:39][CH2:38][N:37]([CH2:40][CH2:41][NH2:42])[CH2:36][CH2:35]1.CN(C(ON1N=NC2C=CC=CC1=2)=[N+](C)C)C.F[P-](F)(F)(F)(F)F. Product: [CH3:8][C:9]1[C:14]([O:15][C:16]2[CH:21]=[CH:20][N:19]=[C:18]([NH:22][C:23]3[CH:31]=[CH:30][C:26]([C:27]([NH:42][CH2:41][CH2:40][N:37]4[CH2:38][CH2:39][O:34][CH2:35][CH2:36]4)=[O:28])=[CH:25][CH:24]=3)[CH:17]=2)=[CH:13][CH:12]=[C:11]([CH3:32])[N:10]=1. The catalyst class is: 44. (4) Reactant: C(N(CC)C(C)C)(C)C.[Cl:10][C:11]1[CH:33]=[CH:32][C:14]([CH2:15][NH:16][C:17]([C:19]2[C:20](=[O:31])[C:21]3[CH:28]=[C:27]([CH2:29]Cl)[O:26][C:22]=3[N:23]([CH3:25])[CH:24]=2)=[O:18])=[CH:13][CH:12]=1.[CH3:34][NH:35][CH2:36][CH:37]([C:39]1[O:40][C:41]([C:44]2[CH:49]=[CH:48][CH:47]=[CH:46][CH:45]=2)=[CH:42][CH:43]=1)[OH:38].O. Product: [Cl:10][C:11]1[CH:33]=[CH:32][C:14]([CH2:15][NH:16][C:17]([C:19]2[C:20](=[O:31])[C:21]3[CH:28]=[C:27]([CH2:29][N:35]([CH2:36][CH:37]([OH:38])[C:39]4[O:40][C:41]([C:44]5[CH:49]=[CH:48][CH:47]=[CH:46][CH:45]=5)=[CH:42][CH:43]=4)[CH3:34])[O:26][C:22]=3[N:23]([CH3:25])[CH:24]=2)=[O:18])=[CH:13][CH:12]=1. The catalyst class is: 3. (5) Reactant: [CH:1]([C:4]1[CH:9]=[CH:8][C:7]([C:10]2[C:14]3[C:15]([CH3:21])=[CH:16][C:17]([CH3:20])=[C:18]([CH3:19])[C:13]=3[O:12][C:11]=2[CH3:22])=[CH:6][CH:5]=1)([CH3:3])[CH3:2]. Product: [CH:1]([C:4]1[CH:5]=[CH:6][C:7]([C@H:10]2[C:14]3[C:15]([CH3:21])=[CH:16][C:17]([CH3:20])=[C:18]([CH3:19])[C:13]=3[O:12][C@H:11]2[CH3:22])=[CH:8][CH:9]=1)([CH3:3])[CH3:2]. The catalyst class is: 5. (6) Product: [C:1]([N:4]1[C:13]2[C:8](=[CH:9][C:10]([C:14]3[CH:22]=[CH:21][C:17]([C:18]([NH:53][CH2:54][C@H:55]([OH:58])[CH2:56][OH:57])=[O:19])=[CH:16][CH:15]=3)=[CH:11][CH:12]=2)[C@H:7]([NH:23][C:24]2[CH:29]=[CH:28][CH:27]=[CH:26][N:25]=2)[CH2:6][C@@H:5]1[CH3:30])(=[O:3])[CH3:2]. The catalyst class is: 215. Reactant: [C:1]([N:4]1[C:13]2[C:8](=[CH:9][C:10]([C:14]3[CH:22]=[CH:21][C:17]([C:18](O)=[O:19])=[CH:16][CH:15]=3)=[CH:11][CH:12]=2)[C@H:7]([NH:23][C:24]2[CH:29]=[CH:28][CH:27]=[CH:26][N:25]=2)[CH2:6][C@@H:5]1[CH3:30])(=[O:3])[CH3:2].C(Cl)CCl.C1C=CC2N(O)N=NC=2C=1.C(N1CCOCC1)C.[NH2:53][CH2:54][C@H:55]([OH:58])[CH2:56][OH:57].